This data is from Catalyst prediction with 721,799 reactions and 888 catalyst types from USPTO. The task is: Predict which catalyst facilitates the given reaction. (1) Reactant: C1C=C(Cl)C=C(C(OO)=[O:9])C=1.[F:12][C:13]([F:27])([C:23]([F:26])([F:25])[F:24])[CH2:14][CH2:15][CH2:16][S:17][CH2:18][CH2:19][CH2:20][CH2:21][OH:22]. Product: [F:27][C:13]([F:12])([C:23]([F:24])([F:25])[F:26])[CH2:14][CH2:15][CH2:16][S:17]([CH2:18][CH2:19][CH2:20][CH2:21][OH:22])=[O:9]. The catalyst class is: 2. (2) Reactant: [Cl:1][C:2]1[C:3]([F:21])=[C:4]([F:20])[C:5]([NH:11][C:12]2[CH:17]=[CH:16][C:15]([I:18])=[CH:14][C:13]=2[Cl:19])=[C:6]([CH:10]=1)[C:7]([OH:9])=O.C(N(C(C)C)CC)(C)C.[CH3:31][C:32]1([CH3:40])[O:36][C@H:35]([CH2:37][O:38][NH2:39])[CH2:34][O:33]1.ON1C2C=CC=CC=2N=N1.F[P-](F)(F)(F)(F)F.N1(O[P+](N(C)C)(N(C)C)N(C)C)C2C=CC=CC=2N=N1. Product: [Cl:1][C:2]1[C:3]([F:21])=[C:4]([F:20])[C:5]([NH:11][C:12]2[CH:17]=[CH:16][C:15]([I:18])=[CH:14][C:13]=2[Cl:19])=[C:6]([CH:10]=1)[C:7]([NH:39][O:38][CH2:37][C@@H:35]1[CH2:34][O:33][C:32]([CH3:40])([CH3:31])[O:36]1)=[O:9]. The catalyst class is: 7. (3) Reactant: [NH2:1][C:2]1[N:10]=[CH:9][N:8]=[C:7]2[C:3]=1[N:4]=[CH:5][N:6]2[C@H:11]1[C@@H:15]2[O:16]C(C)(C)[O:18][C@@H:14]2[C@@H:13]([CH2:21][N:22]([CH3:32])[CH:23]2[CH2:26][CH:25]([CH2:27][CH2:28][C:29](O)=O)[CH2:24]2)[O:12]1.[O:33]1[CH2:36][CH:35]([C:37]2[CH:38]=[C:39]([NH2:44])[C:40]([NH2:43])=[CH:41][CH:42]=2)[CH2:34]1.C(N(CC)C(C)C)(C)C. Product: [NH2:1][C:2]1[N:10]=[CH:9][N:8]=[C:7]2[C:3]=1[N:4]=[CH:5][N:6]2[C@H:11]1[C@H:15]([OH:16])[C@H:14]([OH:18])[C@@H:13]([CH2:21][N:22]([CH3:32])[CH:23]2[CH2:26][CH:25]([CH2:27][CH2:28][C:29]3[NH:43][C:40]4[CH:41]=[CH:42][C:37]([CH:35]5[CH2:36][O:33][CH2:34]5)=[CH:38][C:39]=4[N:44]=3)[CH2:24]2)[O:12]1. The catalyst class is: 2.